Dataset: Forward reaction prediction with 1.9M reactions from USPTO patents (1976-2016). Task: Predict the product of the given reaction. The product is: [O:20]1[CH2:21][CH2:22][O:23][CH:19]1[CH2:18][CH2:17][N:10]1[C:11]2[C:6](=[CH:5][C:4]([F:3])=[C:13]([F:14])[CH:12]=2)[N:7]=[CH:8][C:9]1=[O:15]. Given the reactants [H-].[Li+].[F:3][C:4]1[CH:5]=[C:6]2[C:11](=[CH:12][C:13]=1[F:14])[NH:10][C:9](=[O:15])[CH:8]=[N:7]2.Br[CH2:17][CH2:18][CH:19]1[O:23][CH2:22][CH2:21][O:20]1.O, predict the reaction product.